This data is from NCI-60 drug combinations with 297,098 pairs across 59 cell lines. The task is: Regression. Given two drug SMILES strings and cell line genomic features, predict the synergy score measuring deviation from expected non-interaction effect. Drug 1: CC1C(C(CC(O1)OC2CC(OC(C2O)C)OC3=CC4=CC5=C(C(=O)C(C(C5)C(C(=O)C(C(C)O)O)OC)OC6CC(C(C(O6)C)O)OC7CC(C(C(O7)C)O)OC8CC(C(C(O8)C)O)(C)O)C(=C4C(=C3C)O)O)O)O. Drug 2: CN(CC1=CN=C2C(=N1)C(=NC(=N2)N)N)C3=CC=C(C=C3)C(=O)NC(CCC(=O)O)C(=O)O. Cell line: ACHN. Synergy scores: CSS=59.1, Synergy_ZIP=0.545, Synergy_Bliss=0.337, Synergy_Loewe=0.269, Synergy_HSA=0.898.